This data is from Peptide-MHC class I binding affinity with 185,985 pairs from IEDB/IMGT. The task is: Regression. Given a peptide amino acid sequence and an MHC pseudo amino acid sequence, predict their binding affinity value. This is MHC class I binding data. (1) The peptide sequence is RAPKVRLSL. The MHC is HLA-B40:01 with pseudo-sequence HLA-B40:01. The binding affinity (normalized) is 0.0847. (2) The peptide sequence is FQPQNGQMI. The MHC is H-2-Kb with pseudo-sequence H-2-Kb. The binding affinity (normalized) is 0.0258. (3) The peptide sequence is FRRFTQAIY. The MHC is HLA-A02:01 with pseudo-sequence HLA-A02:01. The binding affinity (normalized) is 0.0847. (4) The peptide sequence is IAIPAHVRL. The MHC is HLA-A11:01 with pseudo-sequence HLA-A11:01. The binding affinity (normalized) is 0.0847. (5) The peptide sequence is NIREGTHVL. The MHC is HLA-A02:01 with pseudo-sequence HLA-A02:01. The binding affinity (normalized) is 0.171. (6) The peptide sequence is YPITADKRI. The MHC is HLA-B08:01 with pseudo-sequence HLA-B08:01. The binding affinity (normalized) is 0.0847. (7) The peptide sequence is QTVEMSPFY. The MHC is HLA-A01:01 with pseudo-sequence HLA-A01:01. The binding affinity (normalized) is 0.513.